This data is from NCI-60 drug combinations with 297,098 pairs across 59 cell lines. The task is: Regression. Given two drug SMILES strings and cell line genomic features, predict the synergy score measuring deviation from expected non-interaction effect. Drug 1: COC1=C(C=C2C(=C1)N=CN=C2NC3=CC(=C(C=C3)F)Cl)OCCCN4CCOCC4. Drug 2: CC1C(C(CC(O1)OC2CC(CC3=C2C(=C4C(=C3O)C(=O)C5=C(C4=O)C(=CC=C5)OC)O)(C(=O)CO)O)N)O.Cl. Cell line: HCT116. Synergy scores: CSS=37.7, Synergy_ZIP=0.800, Synergy_Bliss=-0.862, Synergy_Loewe=-16.6, Synergy_HSA=-0.0731.